From a dataset of Forward reaction prediction with 1.9M reactions from USPTO patents (1976-2016). Predict the product of the given reaction. (1) Given the reactants [Cl:1][C:2]1[CH:10]=[CH:9][C:5]([C:6](Cl)=[O:7])=[CH:4][N:3]=1.[NH2:11][C:12]1[CH:13]=[C:14]([C:20]([N:22]2[CH2:27][CH2:26][CH:25]([C:28]3[CH:33]=[CH:32][C:31]([C:34]4[CH:35]=[N:36][N:37]([CH3:39])[CH:38]=4)=[CH:30][CH:29]=3)[CH2:24][CH2:23]2)=[O:21])[CH:15]=[CH:16][C:17]=1[CH2:18][CH3:19].N1C=CC=CC=1, predict the reaction product. The product is: [Cl:1][C:2]1[CH:10]=[CH:9][C:5]([C:6]([NH:11][C:12]2[CH:13]=[C:14]([C:20]([N:22]3[CH2:23][CH2:24][CH:25]([C:28]4[CH:33]=[CH:32][C:31]([C:34]5[CH:35]=[N:36][N:37]([CH3:39])[CH:38]=5)=[CH:30][CH:29]=4)[CH2:26][CH2:27]3)=[O:21])[CH:15]=[CH:16][C:17]=2[CH2:18][CH3:19])=[O:7])=[CH:4][N:3]=1. (2) Given the reactants [NH2:1][C@H:2]([C:5]([OH:7])=[O:6])[CH2:3][OH:4].[CH3:8][O:9][C:10]1[CH:17]=[CH:16][C:13]([CH:14]=O)=[CH:12][CH:11]=1, predict the reaction product. The product is: [CH3:8][O:9][C:10]1[CH:17]=[CH:16][C:13]([CH2:14][NH:1][C@H:2]([C:5]([OH:7])=[O:6])[CH2:3][OH:4])=[CH:12][CH:11]=1. (3) Given the reactants [H-].[Na+].[CH2:3]([N:10]1[C:14](=[O:15])[CH2:13][C:12]2([C:23]3[C:18](=[CH:19][CH:20]=[C:21]([Cl:24])[CH:22]=3)[NH:17][C:16]2=[O:25])[C:11]1=[O:26])[C:4]1[CH:9]=[CH:8][CH:7]=[CH:6][CH:5]=1.Br[CH2:28][C:29]([O:31][CH2:32][CH3:33])=[O:30].O, predict the reaction product. The product is: [CH2:32]([O:31][C:29](=[O:30])[CH2:28][N:17]1[C:18]2[C:23](=[CH:22][C:21]([Cl:24])=[CH:20][CH:19]=2)[C:12]2([CH2:13][C:14](=[O:15])[N:10]([CH2:3][C:4]3[CH:5]=[CH:6][CH:7]=[CH:8][CH:9]=3)[C:11]2=[O:26])[C:16]1=[O:25])[CH3:33]. (4) Given the reactants Cl[CH2:2][CH2:3][CH2:4][N:5]1[C:14]2[C:9](=[C:10]([CH3:15])[CH:11]=[CH:12][CH:13]=2)[CH:8]=[CH:7][C:6]1=[O:16].C([O-])([O-])=O.[K+].[K+].[CH2:23]([CH:27]1[CH2:32][CH2:31][NH:30][CH2:29][CH2:28]1)[CH2:24][CH2:25][CH3:26], predict the reaction product. The product is: [CH2:23]([CH:27]1[CH2:32][CH2:31][N:30]([CH2:2][CH2:3][CH2:4][N:5]2[C:14]3[C:9](=[C:10]([CH3:15])[CH:11]=[CH:12][CH:13]=3)[CH:8]=[CH:7][C:6]2=[O:16])[CH2:29][CH2:28]1)[CH2:24][CH2:25][CH3:26]. (5) Given the reactants Br[CH2:2][C:3]1[CH:8]=[CH:7][C:6]([O:9][CH3:10])=[C:5]([Cl:11])[C:4]=1[Cl:12].O.CO.[C-:16]#[N:17].[Na+], predict the reaction product. The product is: [Cl:12][C:4]1[C:5]([Cl:11])=[C:6]([O:9][CH3:10])[CH:7]=[CH:8][C:3]=1[CH2:2][C:16]#[N:17]. (6) The product is: [CH3:36][C@@H:37]1[N:42]([CH2:2][C:3]2[CH:12]=[N:11][C:10]3[N:9]4[CH2:13][CH2:14][S:15][CH2:16][C@H:8]4[C:7](=[O:17])[NH:6][C:5]=3[CH:4]=2)[CH2:41][CH2:40][N:39]([C:43]2[CH:50]=[CH:49][C:46]([C:47]#[N:48])=[CH:45][CH:44]=2)[CH2:38]1. Given the reactants O[CH2:2][C:3]1[CH:12]=[N:11][C:10]2[N:9]3[CH2:13][CH2:14][S:15][CH2:16][C@H:8]3[C:7](=[O:17])[NH:6][C:5]=2[CH:4]=1.[I-].C(C[P+](C)(C)C)#N.CCN(C(C)C)C(C)C.Cl.[CH3:36][C@@H:37]1[NH:42][CH2:41][CH2:40][N:39]([C:43]2[CH:50]=[CH:49][C:46]([C:47]#[N:48])=[CH:45][CH:44]=2)[CH2:38]1, predict the reaction product. (7) Given the reactants C([O:5][C:6](=[O:45])[C@@H:7]([NH:37]C(OC(C)(C)C)=O)[CH2:8][C:9]([O:11][CH2:12][C:13]1[CH:18]=[CH:17][C:16]([NH:19][C:20]2[CH:25]=[C:24]([C:26]3[CH:31]=[C:30]([Cl:32])[CH:29]=[CH:28][C:27]=3[O:33][CH2:34][CH3:35])[N:23]=[C:22]([NH2:36])[N:21]=2)=[CH:15][CH:14]=1)=[O:10])(C)(C)C.Cl, predict the reaction product. The product is: [NH2:36][C:22]1[N:21]=[C:20]([NH:19][C:16]2[CH:15]=[CH:14][C:13]([CH2:12][O:11][C:9](=[O:10])[CH2:8][C@H:7]([NH2:37])[C:6]([OH:45])=[O:5])=[CH:18][CH:17]=2)[CH:25]=[C:24]([C:26]2[CH:31]=[C:30]([Cl:32])[CH:29]=[CH:28][C:27]=2[O:33][CH2:34][CH3:35])[N:23]=1. (8) Given the reactants [CH:1]1([CH2:7][O:8][C:9]2[CH:17]=[CH:16][CH:15]=[CH:14][C:10]=2[C:11]([OH:13])=O)[CH2:6][CH2:5][CH2:4][CH2:3][CH2:2]1.[CH2:18]([O:20][C:21]([C:23]1[CH:24]=[N:25][C:26]2[C:31]([CH:32]=1)=[CH:30][CH:29]=[C:28]([NH2:33])[CH:27]=2)=[O:22])[CH3:19].N1C=CC=CC=1C(NC(C1C=NC2C(C=1)=CC=C(N)C=2)=O)C1C=CC=CN=1, predict the reaction product. The product is: [CH2:18]([O:20][C:21]([C:23]1[CH:24]=[N:25][C:26]2[C:31]([CH:32]=1)=[CH:30][CH:29]=[C:28]([NH:33][C:11](=[O:13])[C:10]1[CH:14]=[CH:15][CH:16]=[CH:17][C:9]=1[O:8][CH2:7][CH:1]1[CH2:2][CH2:3][CH2:4][CH2:5][CH2:6]1)[CH:27]=2)=[O:22])[CH3:19]. (9) Given the reactants [CH3:1][C:2]1[NH:12][C:5]2[C:6](=[O:11])[N:7]([CH3:10])[CH:8]=[CH:9][C:4]=2[C:3]=1[C:13]([O:15][CH2:16][CH3:17])=[O:14].Br[CH:19]([C:21]1[CH:26]=[CH:25][CH:24]=[CH:23][CH:22]=1)[CH3:20].C(=O)([O-])[O-].[Cs+].[Cs+], predict the reaction product. The product is: [CH3:1][C:2]1[N:12]([CH:19]([C:21]2[CH:26]=[CH:25][CH:24]=[CH:23][CH:22]=2)[CH3:20])[C:5]2[C:6](=[O:11])[N:7]([CH3:10])[CH:8]=[CH:9][C:4]=2[C:3]=1[C:13]([O:15][CH2:16][CH3:17])=[O:14]. (10) The product is: [C:1]([O:4][C:5]1[CH:14]=[CH:13][C:12]2[C:7](=[CH:8][CH:9]=[C:10]([C:15]([Cl:20])=[O:17])[CH:11]=2)[CH:6]=1)(=[O:3])[CH3:2]. Given the reactants [C:1]([O:4][C:5]1[CH:14]=[CH:13][C:12]2[C:7](=[CH:8][CH:9]=[C:10]([C:15]([OH:17])=O)[CH:11]=2)[CH:6]=1)(=[O:3])[CH3:2].S(Cl)([Cl:20])=O, predict the reaction product.